This data is from PAMPA (Parallel Artificial Membrane Permeability Assay) permeability data from NCATS. The task is: Regression/Classification. Given a drug SMILES string, predict its absorption, distribution, metabolism, or excretion properties. Task type varies by dataset: regression for continuous measurements (e.g., permeability, clearance, half-life) or binary classification for categorical outcomes (e.g., BBB penetration, CYP inhibition). Dataset: pampa_ncats. (1) The drug is C1C2CC3CC1CC(C2)C3C(=O)NC4=CC5=C(C=C4)N=C(S5)NC(=O)C6=CC=CC=C6. The result is 1 (high permeability). (2) The molecule is CC1=CC(=CC=C1)N(C)C2=NC3=CC=CC=C3C4=NN=C(N42)C. The result is 1 (high permeability). (3) The drug is CC1=C(C(=NO1)C)C(=O)N2CCC3(CCN(CC3)C(C4=CC=CC=C4)C5=CC=CC=C5)CC2. The result is 1 (high permeability). (4) The drug is COC1=C(C=C(C=C1)C2C3=C(C=CC4=CC=CC=C43)OC5=C2C(=N)N(C=N5)CCN6CCOCC6)OC. The result is 1 (high permeability). (5) The compound is CN1C2=C(C=C(C=C2)S(=O)(=O)N(C)C)C=C1C(=O)NCCCOC. The result is 1 (high permeability). (6) The molecule is CC1=CC=C(C=C1)CNC2=CC=CC=C2C(=O)NC3=NC(=CS3)C4=CC=CC=C4. The result is 1 (high permeability). (7) The molecule is C1=CC(=C(C=C1CN(CCCNC(=S)NCCCC2=CN=CN2)C3=NC=C(C=C3)Br)Cl)Cl. The result is 1 (high permeability).